Dataset: Reaction yield outcomes from USPTO patents with 853,638 reactions. Task: Predict the reaction yield, written as a fraction of the theoretical maximum amount of product (1.0 means a 100% yield; for example, 0.34 means a 34% yield). (1) The reactants are [Si:1]([O:18][CH2:19][CH2:20][CH2:21][NH:22][CH2:23][C:24]1[CH:30]=[CH:29][CH:28]=[CH:27][C:25]=1[NH2:26])([C:14]([CH3:17])([CH3:16])[CH3:15])([C:8]1[CH:13]=[CH:12][CH:11]=[CH:10][CH:9]=1)[C:2]1[CH:7]=[CH:6][CH:5]=[CH:4][CH:3]=1.[S:31](N)(N)(=[O:33])=[O:32]. The product is [Si:1]([O:18][CH2:19][CH2:20][CH2:21][N:22]1[CH2:23][C:24]2[CH:30]=[CH:29][CH:28]=[CH:27][C:25]=2[NH:26][S:31]1(=[O:33])=[O:32])([C:14]([CH3:15])([CH3:16])[CH3:17])([C:2]1[CH:3]=[CH:4][CH:5]=[CH:6][CH:7]=1)[C:8]1[CH:13]=[CH:12][CH:11]=[CH:10][CH:9]=1. The yield is 0.950. The catalyst is COCCOCCOC. (2) The reactants are [NH2:1][CH2:2][C@@H:3]1[CH2:8][O:7][C@@H:6]([C@H:9]2[O:13][N:12]=[C:11]([C:14]3[N:19]=[C:18]([CH3:20])[N:17]=[C:16]([C:21]([NH:23][CH2:24][C:25]4[CH:30]=[CH:29][C:28]([F:31])=[C:27]([O:32][CH3:33])[CH:26]=4)=[O:22])[CH:15]=3)[CH2:10]2)[CH2:5][O:4]1.[CH3:34][S:35](Cl)(=[O:37])=[O:36]. The catalyst is C(Cl)Cl. The product is [F:31][C:28]1[CH:29]=[CH:30][C:25]([CH2:24][NH:23][C:21]([C:16]2[CH:15]=[C:14]([C:11]3[CH2:10][C@@H:9]([C@H:6]4[CH2:5][O:4][C@H:3]([CH2:2][NH:1][S:35]([CH3:34])(=[O:37])=[O:36])[CH2:8][O:7]4)[O:13][N:12]=3)[N:19]=[C:18]([CH3:20])[N:17]=2)=[O:22])=[CH:26][C:27]=1[O:32][CH3:33]. The yield is 0.470. (3) The reactants are [BH4-].[Na+].[F:3][C:4]1[CH:37]=[C:36]([F:38])[CH:35]=[CH:34][C:5]=1[C:6]([CH:8]1[CH2:13][CH2:12][N:11]([C:14]([C@@H:16]([NH:20][C:21]([C:23]2[C:32]([OH:33])=[N:31][C:30]3[C:25](=[CH:26][CH:27]=[CH:28][CH:29]=3)[N:24]=2)=[O:22])[CH:17]([CH3:19])[CH3:18])=[O:15])[CH2:10][CH2:9]1)=[O:7]. The catalyst is CO. The product is [F:3][C:4]1[CH:37]=[C:36]([F:38])[CH:35]=[CH:34][C:5]=1[CH:6]([OH:7])[CH:8]1[CH2:9][CH2:10][N:11]([C:14]([C@@H:16]([NH:20][C:21]([C:23]2[C:32]([OH:33])=[N:31][C:30]3[C:25](=[CH:26][CH:27]=[CH:28][CH:29]=3)[N:24]=2)=[O:22])[CH:17]([CH3:18])[CH3:19])=[O:15])[CH2:12][CH2:13]1. The yield is 0.390. (4) The catalyst is CC(O)(C)C.CN(C1C=CN=CC=1)C. The product is [Cl:1][C:2]1[CH:3]=[CH:4][C:5]([N:8]2[CH:12]=[C:11]([C:13]([O:15][C:25]([CH3:27])([CH3:26])[CH3:24])=[O:14])[N:10]=[C:9]2[C:16]2[CH:21]=[CH:20][C:19]([Cl:22])=[CH:18][C:17]=2[Cl:23])=[CH:6][CH:7]=1. The reactants are [Cl:1][C:2]1[CH:7]=[CH:6][C:5]([N:8]2[CH:12]=[C:11]([C:13]([OH:15])=[O:14])[N:10]=[C:9]2[C:16]2[CH:21]=[CH:20][C:19]([Cl:22])=[CH:18][C:17]=2[Cl:23])=[CH:4][CH:3]=1.[CH3:24][C:25](OC(OC(O[C:25]([CH3:27])([CH3:26])[CH3:24])=O)=O)([CH3:27])[CH3:26]. The yield is 0.660.